This data is from Forward reaction prediction with 1.9M reactions from USPTO patents (1976-2016). The task is: Predict the product of the given reaction. (1) The product is: [Br:16][C:14]1[CH:15]=[C:10]([NH:1][C:2]2[CH:3]=[CH:4][CH:5]=[C:6]([OH:8])[N:7]=2)[C:11](=[O:18])[N:12]([CH3:17])[CH:13]=1. Given the reactants [NH2:1][C:2]1[N:7]=[C:6]([OH:8])[CH:5]=[CH:4][CH:3]=1.Br[C:10]1[C:11](=[O:18])[N:12]([CH3:17])[CH:13]=[C:14]([Br:16])[CH:15]=1.C(=O)([O-])[O-].[Cs+].[Cs+].CC1(C)C2C(=C(P(C3C=CC=CC=3)C3C=CC=CC=3)C=CC=2)OC2C(P(C3C=CC=CC=3)C3C=CC=CC=3)=CC=CC1=2, predict the reaction product. (2) Given the reactants [F:1][C:2]1[CH:7]=[C:6]([C:8]([OH:11])([CH3:10])[CH3:9])[CH:5]=[C:4]([F:12])[C:3]=1[C:13]1[S:17][C:16]([NH:18][C:19]2[CH:24]=[CH:23][CH:22]=[C:21]([C:25](OC)([O:28]C)[CH2:26][F:27])[N:20]=2)=[C:15]([C:32]([NH2:34])=[O:33])[CH:14]=1.Cl, predict the reaction product. The product is: [F:1][C:2]1[CH:7]=[C:6]([C:8]([OH:11])([CH3:9])[CH3:10])[CH:5]=[C:4]([F:12])[C:3]=1[C:13]1[S:17][C:16]([NH:18][C:19]2[CH:24]=[CH:23][CH:22]=[C:21]([C:25](=[O:28])[CH2:26][F:27])[N:20]=2)=[C:15]([C:32]([NH2:34])=[O:33])[CH:14]=1. (3) Given the reactants [CH2:1]([C:5]1=[CH:6][N:7]([C:18]([CH3:21])([CH3:20])[CH3:19])[S:8]/[C:9]/1=[N:10]\[C:11]([CH:13]1[CH2:17][CH2:16][NH:15][CH2:14]1)=[O:12])[CH2:2][CH2:3][CH3:4].F[C:23]1[N:30]=[CH:29][CH:28]=[CH:27][C:24]=1[C:25]#[N:26].C(N(CC)CC)C, predict the reaction product. The product is: [CH2:1]([C:5]1=[CH:6][N:7]([C:18]([CH3:20])([CH3:19])[CH3:21])[S:8]/[C:9]/1=[N:10]\[C:11]([CH:13]1[CH2:17][CH2:16][N:15]([C:23]2[C:24]([C:25]#[N:26])=[CH:27][CH:28]=[CH:29][N:30]=2)[CH2:14]1)=[O:12])[CH2:2][CH2:3][CH3:4]. (4) Given the reactants [F:1][C:2]1[CH:3]=[C:4]([CH2:19][N:20]2[CH2:25][CH2:24][NH:23][C@@H:22]([CH3:26])[CH2:21]2)[C:5]([CH3:18])=[C:6]([NH:8][C:9](=[O:17])[C:10]2[CH:15]=[CH:14][C:13]([CH3:16])=[N:12][CH:11]=2)[CH:7]=1.[CH3:27][CH:28]1[CH2:31][CH:30]([C:32](O)=[O:33])[CH2:29]1.CN(C(ON1N=NC2C=CC=NC1=2)=[N+](C)C)C.F[P-](F)(F)(F)(F)F.CCN(C(C)C)C(C)C, predict the reaction product. The product is: [F:1][C:2]1[CH:3]=[C:4]([CH2:19][N:20]2[CH2:25][CH2:24][N:23]([C:32]([CH:30]3[CH2:31][CH:28]([CH3:27])[CH2:29]3)=[O:33])[C@@H:22]([CH3:26])[CH2:21]2)[C:5]([CH3:18])=[C:6]([NH:8][C:9](=[O:17])[C:10]2[CH:15]=[CH:14][C:13]([CH3:16])=[N:12][CH:11]=2)[CH:7]=1. (5) Given the reactants [Cl:1][C:2]1[CH:7]=[CH:6][CH:5]=[CH:4][C:3]=1[CH2:8][CH2:9][N:10]1[C:15](=[O:16])[C:14]([OH:17])=[C:13]([C:18]([O:20]C)=[O:19])[N:12]=[C:11]1[C:22]1[S:23][CH:24]=[CH:25][CH:26]=1.[OH-].[Li+], predict the reaction product. The product is: [Cl:1][C:2]1[CH:7]=[CH:6][CH:5]=[CH:4][C:3]=1[CH2:8][CH2:9][N:10]1[C:15](=[O:16])[C:14]([OH:17])=[C:13]([C:18]([OH:20])=[O:19])[N:12]=[C:11]1[C:22]1[S:23][CH:24]=[CH:25][CH:26]=1. (6) Given the reactants [CH2:1]([O:3][C:4]1[CH:5]=[C:6]([CH:9]=[CH:10][C:11]=1[O:12][CH3:13])[CH:7]=O)[CH3:2].C([O-])([O-])=O.[K+].[K+].P(=O)([O-])O[C:22](CC)(CC)[C:23]#[N:24], predict the reaction product. The product is: [CH2:1]([O:3][C:4]1[CH:5]=[C:6](/[CH:7]=[CH:22]/[C:23]#[N:24])[CH:9]=[CH:10][C:11]=1[O:12][CH3:13])[CH3:2]. (7) Given the reactants Cl[C:2]1[C:14]2[C:13]3[CH:12]=[CH:11][C:10]([Cl:15])=[CH:9][C:8]=3[NH:7][C:6]=2[C:5]([C:16]#[N:17])=[CH:4][N:3]=1.[CH:18]1([CH:21]([CH:23]2[CH2:25][CH2:24]2)[NH2:22])[CH2:20][CH2:19]1, predict the reaction product. The product is: [Cl:15][C:10]1[CH:11]=[CH:12][C:13]2[C:14]3[C:2]([NH:22][CH:21]([CH:23]4[CH2:25][CH2:24]4)[CH:18]4[CH2:20][CH2:19]4)=[N:3][CH:4]=[C:5]([C:16]#[N:17])[C:6]=3[NH:7][C:8]=2[CH:9]=1.